Task: Predict the reactants needed to synthesize the given product.. Dataset: Full USPTO retrosynthesis dataset with 1.9M reactions from patents (1976-2016) (1) Given the product [CH2:48]([C:45]1[CH:44]=[CH:43][C:42]([CH2:41][NH:40][C:38]([C:35]2[CH:34]=[CH:33][C:32]([C:29]3[S:30][CH:31]=[C:27]([CH2:26][N:15]([CH2:14][C:11]4[CH:12]=[CH:13][C:8]([O:7][CH2:6][C:5]([OH:53])=[O:4])=[CH:9][CH:10]=4)[C:16](=[O:25])/[CH:17]=[CH:18]/[C:19]4[CH:24]=[CH:23][CH:22]=[CH:21][CH:20]=4)[N:28]=3)=[CH:37][CH:36]=2)=[O:39])=[CH:47][CH:46]=1)[CH2:49][CH2:50][CH2:51][CH3:52], predict the reactants needed to synthesize it. The reactants are: [OH-].[Na+].C[O:4][C:5](=[O:53])[CH2:6][O:7][C:8]1[CH:13]=[CH:12][C:11]([CH2:14][N:15]([CH2:26][C:27]2[N:28]=[C:29]([C:32]3[CH:37]=[CH:36][C:35]([C:38]([NH:40][CH2:41][C:42]4[CH:47]=[CH:46][C:45]([CH2:48][CH2:49][CH2:50][CH2:51][CH3:52])=[CH:44][CH:43]=4)=[O:39])=[CH:34][CH:33]=3)[S:30][CH:31]=2)[C:16](=[O:25])/[CH:17]=[CH:18]/[C:19]2[CH:24]=[CH:23][CH:22]=[CH:21][CH:20]=2)=[CH:10][CH:9]=1.Cl. (2) Given the product [CH:3]1[N:7]2[C:8]3[CH:27]=[CH:26][CH:25]=[CH:24][C:9]=3[CH2:10][CH2:11][C@@H:12]([NH:13][C:14](=[O:23])[O:15][CH2:16][C:17]3[CH:22]=[CH:21][CH:20]=[CH:19][CH:18]=3)[C:6]2=[N:5][CH:4]=1, predict the reactants needed to synthesize it. The reactants are: CO[CH:3](OC)[CH2:4][NH:5][C:6]1[C@H:12]([NH:13][C:14](=[O:23])[O:15][CH2:16][C:17]2[CH:22]=[CH:21][CH:20]=[CH:19][CH:18]=2)[CH2:11][CH2:10][C:9]2[CH:24]=[CH:25][CH:26]=[CH:27][C:8]=2[N:7]=1. (3) Given the product [C:8]([C:5]1[CH:4]=[CH:3][C:2]([O:1][CH2:15][C:16]([O:18][CH2:19][CH3:20])=[O:17])=[CH:7][CH:6]=1)(=[O:13])[CH2:9][CH2:10][CH2:11][CH3:12], predict the reactants needed to synthesize it. The reactants are: [OH:1][C:2]1[CH:7]=[CH:6][C:5]([C:8](=[O:13])[CH2:9][CH2:10][CH2:11][CH3:12])=[CH:4][CH:3]=1.Br[CH2:15][C:16]([O:18][CH2:19][CH3:20])=[O:17].C([O-])([O-])=O.[K+].[K+]. (4) Given the product [CH:38]1([N:44]2[CH2:52][C:51]3[C:46](=[CH:47][C:48]([N:53]4[CH2:54][CH2:55][N:56]([C:1](=[O:14])[C:2]5[CH:3]=[C:4]([O:5][CH3:6])[C:7]([OH:8])=[C:9]([O:10][CH3:11])[CH:12]=5)[CH2:57][CH2:58]4)=[CH:49][CH:50]=3)[C:45]2=[O:59])[CH2:39][CH2:40][CH2:41][CH2:42][CH2:43]1, predict the reactants needed to synthesize it. The reactants are: [C:1]([OH:14])(=O)[C:2]1[CH:12]=[C:9]([O:10][CH3:11])[C:7]([OH:8])=[C:4]([O:5][CH3:6])[CH:3]=1.Cl.C(N=C=NCCCN(C)C)C.O.ON1C2C=CC=CC=2N=N1.[CH:38]1([N:44]2[CH2:52][C:51]3[C:46](=[CH:47][C:48]([N:53]4[CH2:58][CH2:57][NH:56][CH2:55][CH2:54]4)=[CH:49][CH:50]=3)[C:45]2=[O:59])[CH2:43][CH2:42][CH2:41][CH2:40][CH2:39]1.[Cl-].[NH4+]. (5) The reactants are: C(N([CH2:8][CH3:9])C(C)C)(C)C.[OH:10][C:11]1[CH:18]=[C:17]([OH:19])[CH:16]=[CH:15][C:12]=1[CH:13]=[O:14].[CH2:20]([O:22][CH2:23]Cl)[CH3:21].CN(C)[CH:27]=[O:28]. Given the product [CH2:20]([O:22][CH2:23][O:10][C:11]1[CH:18]=[C:17]([O:19][CH2:27][O:28][CH2:8][CH3:9])[CH:16]=[CH:15][C:12]=1[CH:13]=[O:14])[CH3:21], predict the reactants needed to synthesize it. (6) Given the product [O:16]=[C:15]1[C:14]2([CH2:17][CH2:18][NH:19][CH2:20][CH2:21]2)[N:13]([C:32]2[CH:33]=[CH:34][CH:35]=[CH:36][CH:37]=2)[CH2:12][N:11]1[C:7]1[CH:6]=[C:5]([CH:10]=[CH:9][CH:8]=1)[C:3]([O:2][CH3:1])=[O:4], predict the reactants needed to synthesize it. The reactants are: [CH3:1][O:2][C:3]([C:5]1[CH:6]=[C:7]([N:11]2[C:15](=[O:16])[C:14]3([CH2:21][CH2:20][N:19](C(OCC4C=CC=CC=4)=O)[CH2:18][CH2:17]3)[N:13]([C:32]3[CH:37]=[CH:36][CH:35]=[CH:34][CH:33]=3)[CH2:12]2)[CH:8]=[CH:9][CH:10]=1)=[O:4].